Dataset: Full USPTO retrosynthesis dataset with 1.9M reactions from patents (1976-2016). Task: Predict the reactants needed to synthesize the given product. (1) Given the product [F:18][C:19]1[CH:26]=[CH:25][C:22]([C:23]([C:2]2[CH:7]=[C:6]([C:8]([F:11])([F:10])[F:9])[CH:5]=[C:4]([F:12])[CH:3]=2)([NH2:24])[CH2:36][C:37]2[CH:42]=[CH:41][CH:40]=[CH:39][CH:38]=2)=[CH:21][C:20]=1[C:27]([F:28])([F:29])[F:30], predict the reactants needed to synthesize it. The reactants are: Br[C:2]1[CH:7]=[C:6]([C:8]([F:11])([F:10])[F:9])[CH:5]=[C:4]([F:12])[CH:3]=1.[Li]CCCC.[F:18][C:19]1[CH:26]=[CH:25][C:22]([C:23]#[N:24])=[CH:21][C:20]=1[C:27]([F:30])([F:29])[F:28].C[Si](Cl)(C)C.[CH2:36]([Mg]Cl)[C:37]1[CH:42]=[CH:41][CH:40]=[CH:39][CH:38]=1.C1COCC1.Cl. (2) The reactants are: [F:1][C:2]([F:14])([CH:10]([OH:13])[CH2:11][CH3:12])[C:3]([O:5][C:6]([CH3:9])([CH3:8])[CH3:7])=[O:4].C(Cl)(Cl)Cl.[C:19](Cl)(=[O:23])[C:20]([CH3:22])=[CH2:21].C(N(CC)CC)C. Given the product [C:19]([O:13][CH:10]([CH2:11][CH3:12])[C:2]([C:3]([O:5][C:6]([CH3:7])([CH3:9])[CH3:8])=[O:4])([F:14])[F:1])(=[O:23])[C:20]([CH3:22])=[CH2:21], predict the reactants needed to synthesize it. (3) Given the product [Cl:34][C:35]1[C:40]([Cl:41])=[CH:39][CH:38]=[CH:37][C:36]=1[N:42]1[CH2:47][CH2:46][N:45]([C:4](=[O:5])[C@:3]([C@H:7]([C:18]2[CH:23]=[CH:22][CH:21]=[CH:20][C:19]=2[O:24][CH3:25])[C:8]2[C:17]3[C:12](=[CH:13][CH:14]=[CH:15][CH:16]=3)[CH:11]=[CH:10][CH:9]=2)([CH3:26])[C:1]#[N:2])[CH2:44][CH2:43]1, predict the reactants needed to synthesize it. The reactants are: [C:1]([C@:3]([CH3:26])([C@H:7]([C:18]1[CH:23]=[CH:22][CH:21]=[CH:20][C:19]=1[O:24][CH3:25])[C:8]1[C:17]2[C:12](=[CH:13][CH:14]=[CH:15][CH:16]=2)[CH:11]=[CH:10][CH:9]=1)[C:4](O)=[O:5])#[N:2].C(Cl)(=O)C(Cl)=O.Cl.[Cl:34][C:35]1[C:40]([Cl:41])=[CH:39][CH:38]=[CH:37][C:36]=1[N:42]1[CH2:47][CH2:46][NH:45][CH2:44][CH2:43]1.C(N(CC)CC)C. (4) Given the product [Br-:1].[CH3:11][O:10][C:5]1[CH:4]=[C:3]([CH:8]=[C:7]([CH3:9])[CH:6]=1)[CH2:2][P+:18]([C:19]1[CH:20]=[CH:21][CH:22]=[CH:23][CH:24]=1)([C:25]1[CH:30]=[CH:29][CH:28]=[CH:27][CH:26]=1)[C:15]1[CH:14]=[CH:13][CH:12]=[CH:17][CH:16]=1, predict the reactants needed to synthesize it. The reactants are: [Br:1][CH2:2][C:3]1[CH:8]=[C:7]([CH3:9])[CH:6]=[C:5]([O:10][CH3:11])[CH:4]=1.[CH:12]1[CH:17]=[CH:16][C:15]([P:18]([C:25]2[CH:30]=[CH:29][CH:28]=[CH:27][CH:26]=2)[C:19]2[CH:24]=[CH:23][CH:22]=[CH:21][CH:20]=2)=[CH:14][CH:13]=1.C1(C)C=CC=CC=1. (5) The reactants are: [CH3:1][S:2](Cl)(=[O:4])=[O:3].C(N(CC)CC)C.ClCCl.[Cl:16][C:17]1[C:18]([CH:24]([C:36]2[CH:41]=[C:40]([F:42])[CH:39]=[CH:38][C:37]=2[F:43])[S:25]([C:28]2[CH:33]=[CH:32][C:31]([F:34])=[C:30]([F:35])[CH:29]=2)(=[O:27])=[O:26])=[CH:19][C:20]([NH2:23])=[N:21][CH:22]=1. Given the product [Cl:16][C:17]1[C:18]([CH:24]([C:36]2[CH:41]=[C:40]([F:42])[CH:39]=[CH:38][C:37]=2[F:43])[S:25]([C:28]2[CH:33]=[CH:32][C:31]([F:34])=[C:30]([F:35])[CH:29]=2)(=[O:26])=[O:27])=[CH:19][C:20]([N:23]([S:2]([CH3:1])(=[O:4])=[O:3])[S:2]([CH3:1])(=[O:4])=[O:3])=[N:21][CH:22]=1, predict the reactants needed to synthesize it. (6) The reactants are: [Br:1][C:2]1[CH:7]=[CH:6][C:5]([NH:8][C:9]2[C:17]([F:18])=[C:16]([F:19])[CH:15]=[CH:14][C:10]=2[C:11](O)=[O:12])=[C:4]([F:20])[CH:3]=1.C1CN([P+](O[N:38]2[N:46]=NC3C=CC=CC2=3)(N2CCCC2)N2CCCC2)CC1.F[P-](F)(F)(F)(F)F.NN. Given the product [Br:1][C:2]1[CH:7]=[CH:6][C:5]([NH:8][C:9]2[C:17]([F:18])=[C:16]([F:19])[CH:15]=[CH:14][C:10]=2[C:11]([NH:38][NH2:46])=[O:12])=[C:4]([F:20])[CH:3]=1, predict the reactants needed to synthesize it. (7) Given the product [CH3:38][O:39][C:40](=[O:43])[CH2:41][NH:42][C:29]1[CH:28]=[C:27]([CH2:26][N:23]2[CH2:22][CH2:21][N:20]([C:19]3[C:13]4[N:12]=[C:11]([C:8]5[CH:9]=[CH:10][C:5]([C:1]([CH3:4])([CH3:2])[CH3:3])=[CH:6][CH:7]=5)[NH:15][C:14]=4[CH:16]=[CH:17][CH:18]=3)[CH2:25][CH2:24]2)[CH:32]=[CH:31][C:30]=1[N+:33]([O-:35])=[O:34], predict the reactants needed to synthesize it. The reactants are: [C:1]([C:5]1[CH:10]=[CH:9][C:8]([C:11]2[NH:15][C:14]3[CH:16]=[CH:17][CH:18]=[C:19]([N:20]4[CH2:25][CH2:24][N:23]([CH2:26][C:27]5[CH:32]=[CH:31][C:30]([N+:33]([O-:35])=[O:34])=[C:29](F)[CH:28]=5)[CH2:22][CH2:21]4)[C:13]=3[N:12]=2)=[CH:7][CH:6]=1)([CH3:4])([CH3:3])[CH3:2].Cl.[CH3:38][O:39][C:40](=[O:43])[CH2:41][NH2:42].C(=O)([O-])[O-]. (8) Given the product [C:1]([NH:16][C@H:17]([C:22]([OH:24])=[O:23])[CH2:18][C:19]([OH:21])=[O:20])(=[O:5])[C:2]([CH3:4])=[CH2:3], predict the reactants needed to synthesize it. The reactants are: [C:1](N[C@H](C(O)=O)CCC(O)=O)(=[O:5])[C:2]([CH3:4])=[CH2:3].[NH2:16][C@H:17]([C:22]([OH:24])=[O:23])[CH2:18][C:19]([OH:21])=[O:20].[OH-].[Na+].C(Cl)(=O)C(C)=C. (9) Given the product [CH3:34][O:33][C:26]1[CH:27]=[C:28]([O:31][CH3:32])[CH:29]=[CH:30][C:25]=1[C:21]1[CH:22]=[CH:23][CH:24]=[C:19]([CH2:18][C:17]([NH:16][C:11]2[CH:12]=[CH:13][CH:14]=[CH:15][C:10]=2[C:7]2[S:6][C:5]([CH2:4][C:3]([OH:36])=[O:2])=[CH:9][CH:8]=2)=[O:35])[CH:20]=1, predict the reactants needed to synthesize it. The reactants are: C[O:2][C:3](=[O:36])[CH2:4][C:5]1[S:6][C:7]([C:10]2[CH:15]=[CH:14][CH:13]=[CH:12][C:11]=2[NH:16][C:17](=[O:35])[CH2:18][C:19]2[CH:20]=[C:21]([C:25]3[CH:30]=[CH:29][C:28]([O:31][CH3:32])=[CH:27][C:26]=3[O:33][CH3:34])[CH:22]=[CH:23][CH:24]=2)=[CH:8][CH:9]=1. (10) Given the product [CH2:21]([O:23][C:24](=[O:35])[C:25]1[CH:30]=[C:29]([CH2:31][N:18]2[CH2:17][CH2:16][CH:15]([C:8]3[C:9]4[C:10](=[N:11][CH:12]=[CH:13][CH:14]=4)[N:6]([CH2:5][CH2:4][O:3][CH2:1][CH3:2])[CH:7]=3)[CH2:20][CH2:19]2)[CH:28]=[CH:27][C:26]=1[O:33][CH3:34])[CH3:22], predict the reactants needed to synthesize it. The reactants are: [CH2:1]([O:3][CH2:4][CH2:5][N:6]1[C:10]2=[N:11][CH:12]=[CH:13][CH:14]=[C:9]2[C:8]([CH:15]2[CH2:20][CH2:19][NH:18][CH2:17][CH2:16]2)=[CH:7]1)[CH3:2].[CH2:21]([O:23][C:24](=[O:35])[C:25]1[CH:30]=[C:29]([CH2:31]Br)[CH:28]=[CH:27][C:26]=1[O:33][CH3:34])[CH3:22].